Task: Predict the reactants needed to synthesize the given product.. Dataset: Full USPTO retrosynthesis dataset with 1.9M reactions from patents (1976-2016) (1) Given the product [F:18][C:19]1[C:24]([F:25])=[CH:23][C:22]([C:26]2[CH:27]=[CH:28][C:29]([O:32][CH2:2][C:3]3[CH:11]=[CH:10][CH:9]=[C:8]4[C:4]=3[CH:5]=[N:6][N:7]4[CH:12]3[CH2:17][CH2:16][CH2:15][CH2:14][O:13]3)=[CH:30][CH:31]=2)=[C:21]([O:33][CH3:34])[CH:20]=1, predict the reactants needed to synthesize it. The reactants are: Br[CH2:2][C:3]1[CH:11]=[CH:10][CH:9]=[C:8]2[C:4]=1[CH:5]=[N:6][N:7]2[CH:12]1[CH2:17][CH2:16][CH2:15][CH2:14][O:13]1.[F:18][C:19]1[C:24]([F:25])=[CH:23][C:22]([C:26]2[CH:31]=[CH:30][C:29]([OH:32])=[CH:28][CH:27]=2)=[C:21]([O:33][CH3:34])[CH:20]=1.C(=O)([O-])[O-].[K+].[K+].CCOC(C)=O. (2) Given the product [OH:1][C:2]1[CH:9]=[CH:8][C:7]([O:10][CH:12]2[CH2:13][CH2:14][CH2:15][CH2:16][O:11]2)=[CH:6][C:3]=1[CH:4]=[O:5], predict the reactants needed to synthesize it. The reactants are: [OH:1][C:2]1[CH:9]=[CH:8][C:7]([OH:10])=[CH:6][C:3]=1[CH:4]=[O:5].[O:11]1[CH:16]=[CH:15][CH2:14][CH2:13][CH2:12]1.C1(C)C=CC(S([O-])(=O)=O)=CC=1.[NH+]1C=CC=CC=1. (3) Given the product [C:33]([O:32][C:31]([N:30]([CH3:38])[C@@H:28]([CH3:29])[C:27]([NH:26][C@H:23]1[C:17]2([CH2:22][CH2:21][O:20][CH2:19][CH2:18]2)[O:16][C:15]2[CH:40]=[CH:41][CH:42]=[CH:43][C:14]=2[N:13]([CH2:12][C:8]2[C:7]([O:44][CH3:45])=[CH:6][CH:5]=[C:4]3[C:9]=2[CH:10]=[CH:11][C:2]([C:64]([O:65][CH3:66])=[O:89])=[CH:3]3)[C:24]1=[O:25])=[O:39])=[O:37])([CH3:34])([CH3:35])[CH3:36], predict the reactants needed to synthesize it. The reactants are: Br[C:2]1[CH:3]=[C:4]2[C:9](=[CH:10][CH:11]=1)[C:8]([CH2:12][N:13]1[C:24](=[O:25])[C@@H:23]([NH:26][C:27](=[O:39])[C@@H:28]([N:30]([CH3:38])[C:31](=[O:37])[O:32][C:33]([CH3:36])([CH3:35])[CH3:34])[CH3:29])[C:17]3([CH2:22][CH2:21][O:20][CH2:19][CH2:18]3)[O:16][C:15]3[CH:40]=[CH:41][CH:42]=[CH:43][C:14]1=3)=[C:7]([O:44][CH3:45])[CH:6]=[CH:5]2.C1(P(C2C=CC=CC=2)C2[C:66]3[O:65][C:64]4C(=CC=CC=4P(C4C=CC=CC=4)C4C=CC=CC=4)C(C)(C)C=3C=CC=2)C=CC=CC=1.C[OH:89]. (4) Given the product [NH2:1][C:2]1[C:11]([F:12])=[C:10]([N:32]2[CH2:31][C@@H:30]([NH:29][C:27]([O:26][C:22]([CH3:25])([CH3:24])[CH3:23])=[O:28])[C:34]3([CH2:35][CH2:36]3)[CH2:33]2)[C:9]([CH3:14])=[C:8]2[C:3]=1[C:4](=[O:21])[C:5]([C:18]([OH:20])=[O:19])=[CH:6][N:7]2[CH:15]1[CH2:17][CH2:16]1, predict the reactants needed to synthesize it. The reactants are: [NH2:1][C:2]1[C:11]([F:12])=[C:10](F)[C:9]([CH3:14])=[C:8]2[C:3]=1[C:4](=[O:21])[C:5]([C:18]([OH:20])=[O:19])=[CH:6][N:7]2[CH:15]1[CH2:17][CH2:16]1.[C:22]([O:26][C:27]([NH:29][C@H:30]1[C:34]2([CH2:36][CH2:35]2)[CH2:33][NH:32][CH2:31]1)=[O:28])([CH3:25])([CH3:24])[CH3:23]. (5) Given the product [C:17]([C:11]1[CH:12]=[C:13]([O:14][CH3:15])[C:8]([O:7][CH3:6])=[CH:9][C:10]=1[OH:16])([CH3:20])([CH3:19])[CH3:18], predict the reactants needed to synthesize it. The reactants are: S(=O)(=O)(O)O.[CH3:6][O:7][C:8]1[CH:9]=[C:10]([OH:16])[CH:11]=[CH:12][C:13]=1[O:14][CH3:15].[C:17](O)([CH3:20])([CH3:19])[CH3:18]. (6) Given the product [Br:1][C:2]1[CH:3]=[C:4]([CH:7]([N:17]([CH2:18][CH2:19][CH:20]([CH3:22])[CH3:21])[S:29]([C:23]2[CH:28]=[CH:27][CH:26]=[CH:25][CH:24]=2)(=[O:31])=[O:30])[CH2:8][O:9][Si:10]([C:13]([CH3:14])([CH3:15])[CH3:16])([CH3:12])[CH3:11])[S:5][CH:6]=1, predict the reactants needed to synthesize it. The reactants are: [Br:1][C:2]1[CH:3]=[C:4]([CH:7]([NH:17][CH2:18][CH2:19][CH:20]([CH3:22])[CH3:21])[CH2:8][O:9][Si:10]([C:13]([CH3:16])([CH3:15])[CH3:14])([CH3:12])[CH3:11])[S:5][CH:6]=1.[C:23]1([S:29](Cl)(=[O:31])=[O:30])[CH:28]=[CH:27][CH:26]=[CH:25][CH:24]=1.C1(C)C=CC=CC=1. (7) Given the product [Cl:23][C:24]1[CH:29]=[CH:28][CH:27]=[CH:26][C:25]=1[S:30]([NH:33][C:34]([NH:22][CH2:21][CH2:20][C:17]1[CH:16]=[CH:15][C:14]([N:13]2[C:6]3=[N:7][C:8]([CH3:12])=[CH:9][C:10]([CH3:11])=[C:5]3[N:4]=[C:3]2[CH2:1][CH3:2])=[CH:19][CH:18]=1)=[O:35])(=[O:32])=[O:31], predict the reactants needed to synthesize it. The reactants are: [CH2:1]([C:3]1[N:13]([C:14]2[CH:19]=[CH:18][C:17]([CH2:20][CH2:21][NH2:22])=[CH:16][CH:15]=2)[C:6]2=[N:7][C:8]([CH3:12])=[CH:9][C:10]([CH3:11])=[C:5]2[N:4]=1)[CH3:2].[Cl:23][C:24]1[CH:29]=[CH:28][CH:27]=[CH:26][C:25]=1[S:30]([N:33]=[C:34]=[O:35])(=[O:32])=[O:31]. (8) The reactants are: [CH3:1][O:2][C:3]1[CH:22]=[CH:21][C:6]([C:7]([N:9]2[C:18]3[C:13](=[CH:14][CH:15]=[CH:16][CH:17]=3)[C@H:12]([NH2:19])[CH2:11][C@@H:10]2[CH3:20])=[O:8])=[CH:5][CH:4]=1.[C:23]1(=O)[CH2:27][CH2:26][CH2:25][CH2:24]1.[BH-](OC(C)=O)(OC(C)=O)OC(C)=O.[Na+].CC(O)=O. Given the product [CH:23]1([NH:19][C@H:12]2[C:13]3[C:18](=[CH:17][CH:16]=[CH:15][CH:14]=3)[N:9]([C:7](=[O:8])[C:6]3[CH:5]=[CH:4][C:3]([O:2][CH3:1])=[CH:22][CH:21]=3)[C@@H:10]([CH3:20])[CH2:11]2)[CH2:27][CH2:26][CH2:25][CH2:24]1, predict the reactants needed to synthesize it. (9) Given the product [I:11][C:8]1[CH:7]=[CH:6][C:5]([CH2:1][CH2:2][C:3]#[C:4][C:12]23[CH2:21][CH:16]4[CH2:17][CH:18]([CH2:20][CH:14]([CH2:15]4)[CH:13]2[OH:22])[CH2:19]3)=[CH:10][CH:9]=1, predict the reactants needed to synthesize it. The reactants are: [CH2:1]([C:5]1[CH:10]=[CH:9][C:8]([I:11])=[CH:7][CH:6]=1)[CH2:2][C:3]#[CH:4].[CH:12]12[CH2:21][CH:16]3[CH2:17][CH:18]([CH2:20][CH:14]([CH2:15]3)[C:13]1=[O:22])[CH2:19]2. (10) Given the product [CH2:8]([N:11]1[CH:15]=[C:14]([C:26]2[CH:27]=[C:28]([CH:41]=[CH:42][CH:43]=2)[CH2:29][CH2:30][O:31][CH2:32][CH2:33][C:34]([O:36][C:37]([CH3:39])([CH3:40])[CH3:38])=[O:35])[CH:13]=[N:12]1)[CH2:9][CH3:10], predict the reactants needed to synthesize it. The reactants are: C(=O)([O-])[O-].[K+].[K+].O.[CH2:8]([N:11]1[CH:15]=[C:14](B2OC(C)(C)C(C)(C)O2)[CH:13]=[N:12]1)[CH2:9][CH3:10].Br[C:26]1[CH:27]=[C:28]([CH:41]=[CH:42][CH:43]=1)[CH2:29][CH2:30][O:31][CH2:32][CH2:33][C:34]([O:36][C:37]([CH3:40])([CH3:39])[CH3:38])=[O:35].